Dataset: Reaction yield outcomes from USPTO patents with 853,638 reactions. Task: Predict the reaction yield, written as a fraction of the theoretical maximum amount of product (1.0 means a 100% yield; for example, 0.34 means a 34% yield). The reactants are [OH:1][C:2]1[CH:3]=[C:4]([N:8]2[C:17](=[O:18])[C:16]3[C:11](=[CH:12][CH:13]=[CH:14][C:15]=3[CH3:19])[N:10]=[C:9]2[CH:20]([NH:22][C:23]2[N:31]=[CH:30][N:29]=[C:28]3[C:24]=2[N:25]=[CH:26][N:27]3[CH2:32][O:33][CH2:34][CH2:35][Si:36]([CH3:39])([CH3:38])[CH3:37])[CH3:21])[CH:5]=[CH:6][CH:7]=1.[C:40](=O)([O-])[O-].[K+].[K+].CI. The catalyst is CN(C=O)C. The product is [CH3:40][O:1][C:2]1[CH:3]=[C:4]([N:8]2[C:17](=[O:18])[C:16]3[C:11](=[CH:12][CH:13]=[CH:14][C:15]=3[CH3:19])[N:10]=[C:9]2[CH:20]([NH:22][C:23]2[N:31]=[CH:30][N:29]=[C:28]3[C:24]=2[N:25]=[CH:26][N:27]3[CH2:32][O:33][CH2:34][CH2:35][Si:36]([CH3:37])([CH3:39])[CH3:38])[CH3:21])[CH:5]=[CH:6][CH:7]=1. The yield is 0.820.